From a dataset of Catalyst prediction with 721,799 reactions and 888 catalyst types from USPTO. Predict which catalyst facilitates the given reaction. (1) Reactant: [F:1][C:2]1[CH:3]=[CH:4][C:5]([C:8]([OH:10])=O)=[N:6][CH:7]=1.C1C=CC2N(O)N=[N:17][C:15]=2C=1.CCN=C=NCCCN(C)C.Cl.C(N(CC)CC)C.CN.CO. Product: [F:1][C:2]1[CH:3]=[CH:4][C:5]([C:8]([NH:17][CH3:15])=[O:10])=[N:6][CH:7]=1. The catalyst class is: 34. (2) Reactant: Br[C:2]1[N:14]([CH2:15][C:16]([O:18][C:19]([CH3:22])([CH3:21])[CH3:20])=[O:17])[C:5]2=[N:6][C:7]([C:10]([O:12][CH3:13])=[O:11])=[CH:8][CH:9]=[C:4]2[C:3]=1[CH:23]1[CH2:28][CH2:27][CH2:26][CH2:25][CH2:24]1.[C:29]1(B(O)O)[CH:34]=[CH:33][CH:32]=[CH:31][CH:30]=1.P([O-])([O-])([O-])=O.[K+].[K+].[K+]. Product: [C:19]([O:18][C:16](=[O:17])[CH2:15][N:14]1[C:5]2=[N:6][C:7]([C:10]([O:12][CH3:13])=[O:11])=[CH:8][CH:9]=[C:4]2[C:3]([CH:23]2[CH2:28][CH2:27][CH2:26][CH2:25][CH2:24]2)=[C:2]1[C:29]1[CH:34]=[CH:33][CH:32]=[CH:31][CH:30]=1)([CH3:22])([CH3:21])[CH3:20]. The catalyst class is: 109.